This data is from Full USPTO retrosynthesis dataset with 1.9M reactions from patents (1976-2016). The task is: Predict the reactants needed to synthesize the given product. Given the product [F:24][C:2]([F:1])([F:23])[C:3]1[CH:4]=[C:5]([C:9]2[N:10]=[C:11]3[C:16]([C:17]([OH:19])=[O:18])=[CH:15][CH:14]=[CH:13][N:12]3[CH:22]=2)[CH:6]=[CH:7][CH:8]=1, predict the reactants needed to synthesize it. The reactants are: [F:1][C:2]([F:24])([F:23])[C:3]1[CH:4]=[C:5]([C:9]2[N:10]=[C:11]3[C:16]([C:17]([O:19]CC)=[O:18])=[CH:15][CH:14]=[CH:13][N:12]3[CH:22]=2)[CH:6]=[CH:7][CH:8]=1.